Dataset: Full USPTO retrosynthesis dataset with 1.9M reactions from patents (1976-2016). Task: Predict the reactants needed to synthesize the given product. (1) The reactants are: [Si]([O:8][CH2:9][CH2:10][NH:11][C:12]([C:14]1[C:19]([O:20][CH2:21][C:22]2[CH:27]=[CH:26][CH:25]=[CH:24][CH:23]=2)=[C:18]([OH:28])[N:17]=[C:16]([CH2:29][C:30]2([C:35]3[C:44]4[C:39](=[CH:40][CH:41]=[CH:42][CH:43]=4)[CH:38]=[CH:37][CH:36]=3)[CH2:34][CH2:33][CH2:32][CH2:31]2)[N:15]=1)=[O:13])(C(C)(C)C)(C)C.Cl.CO. Given the product [OH:8][CH2:9][CH2:10][NH:11][C:12]([C:14]1[C:19]([O:20][CH2:21][C:22]2[CH:23]=[CH:24][CH:25]=[CH:26][CH:27]=2)=[C:18]([OH:28])[N:17]=[C:16]([CH2:29][C:30]2([C:35]3[C:44]4[C:39](=[CH:40][CH:41]=[CH:42][CH:43]=4)[CH:38]=[CH:37][CH:36]=3)[CH2:31][CH2:32][CH2:33][CH2:34]2)[N:15]=1)=[O:13], predict the reactants needed to synthesize it. (2) The reactants are: [Br:1][C:2]1[CH:7]=[CH:6][CH:5]=[C:4]([CH2:8]Br)[C:3]=1[CH3:10].[NH:11]1[C:15]2[CH:16]=[CH:17][CH:18]=[CH:19][C:14]=2[N:13]=[CH:12]1.C(=O)([O-])[O-].[K+].[K+]. Given the product [Br:1][C:2]1[C:3]([CH3:10])=[C:4]([CH:5]=[CH:6][CH:7]=1)[CH2:8][N:11]1[C:15]2[CH:16]=[CH:17][CH:18]=[CH:19][C:14]=2[N:13]=[CH:12]1, predict the reactants needed to synthesize it. (3) Given the product [CH2:1]([O:3][C:4]([N:6]1[C:14]2[C:9](=[N:10][C:11]([Cl:15])=[CH:12][CH:13]=2)[CH:8]=[C:7]1[OH:16])=[O:5])[CH3:2], predict the reactants needed to synthesize it. The reactants are: [CH2:1]([O:3][C:4]([N:6]1[C:14]2[C:9](=[N:10][C:11]([Cl:15])=[CH:12][CH:13]=2)[CH:8]=[C:7]1[O:16]C(OCC)=O)=[O:5])[CH3:2].C(=O)([O-])[O-].[NH4+].[NH4+]. (4) Given the product [Cl:1][C:2]1[N:7]=[CH:6][N:5]2[CH:10]=[C:11]([C:13]3[CH:18]=[CH:17][CH:16]=[CH:15][CH:14]=3)[N:8]=[C:4]2[CH:3]=1, predict the reactants needed to synthesize it. The reactants are: [Cl:1][C:2]1[N:7]=[CH:6][N:5]=[C:4]([NH2:8])[CH:3]=1.Br[CH2:10][C:11]([C:13]1[CH:18]=[CH:17][CH:16]=[CH:15][CH:14]=1)=O.CO.O.C([O-])(=O)C.[NH4+]. (5) The reactants are: C(=O)([O-])[O-].[Cs+].[Cs+].Br[CH2:8][C:9]1[CH:18]=[CH:17][C:16]2[C:11](=[CH:12][CH:13]=[C:14]([F:19])[CH:15]=2)[N:10]=1.[F:20][C:21]1[CH:22]=[C:23]([CH:35]=[CH:36][CH:37]=1)[C:24]([C:26]1[CH:33]=[C:32]([OH:34])[CH:31]=[CH:30][C:27]=1[C:28]#[N:29])=[O:25].O. Given the product [F:20][C:21]1[CH:22]=[C:23]([CH:35]=[CH:36][CH:37]=1)[C:24]([C:26]1[CH:33]=[C:32]([O:34][CH2:8][C:9]2[CH:18]=[CH:17][C:16]3[C:11](=[CH:12][CH:13]=[C:14]([F:19])[CH:15]=3)[N:10]=2)[CH:31]=[CH:30][C:27]=1[C:28]#[N:29])=[O:25], predict the reactants needed to synthesize it. (6) Given the product [Cl:24][C:21]1[CH:22]=[CH:23][C:18]([C:5]2[N:6]([C:8]3[CH:13]=[CH:12][C:11]([S:14]([CH3:17])(=[O:15])=[O:16])=[CH:10][CH:9]=3)[CH:7]=[C:3]([CH2:2][S:33][C:27]3[C:26]([Cl:25])=[CH:31][CH:30]=[CH:29][C:28]=3[Cl:32])[N:4]=2)=[CH:19][CH:20]=1, predict the reactants needed to synthesize it. The reactants are: Cl[CH2:2][C:3]1[N:4]=[C:5]([C:18]2[CH:23]=[CH:22][C:21]([Cl:24])=[CH:20][CH:19]=2)[N:6]([C:8]2[CH:13]=[CH:12][C:11]([S:14]([CH3:17])(=[O:16])=[O:15])=[CH:10][CH:9]=2)[CH:7]=1.[Cl:25][C:26]1[CH:31]=[CH:30][CH:29]=[C:28]([Cl:32])[C:27]=1[SH:33].CN(C)C=O.C(=O)([O-])[O-].[K+].[K+].